Task: Regression. Given two drug SMILES strings and cell line genomic features, predict the synergy score measuring deviation from expected non-interaction effect.. Dataset: NCI-60 drug combinations with 297,098 pairs across 59 cell lines (1) Cell line: SK-OV-3. Drug 1: C1=NC2=C(N1)C(=S)N=CN2. Synergy scores: CSS=20.5, Synergy_ZIP=-5.57, Synergy_Bliss=2.78, Synergy_Loewe=-30.6, Synergy_HSA=0.862. Drug 2: C1CN(P(=O)(OC1)NCCCl)CCCl. (2) Drug 1: CNC(=O)C1=CC=CC=C1SC2=CC3=C(C=C2)C(=NN3)C=CC4=CC=CC=N4. Drug 2: CN1C2=C(C=C(C=C2)N(CCCl)CCCl)N=C1CCCC(=O)O.Cl. Cell line: T-47D. Synergy scores: CSS=5.20, Synergy_ZIP=-2.45, Synergy_Bliss=5.46, Synergy_Loewe=3.47, Synergy_HSA=4.23. (3) Drug 1: C1CN1C2=NC(=NC(=N2)N3CC3)N4CC4. Drug 2: CC1OCC2C(O1)C(C(C(O2)OC3C4COC(=O)C4C(C5=CC6=C(C=C35)OCO6)C7=CC(=C(C(=C7)OC)O)OC)O)O. Cell line: SK-OV-3. Synergy scores: CSS=29.5, Synergy_ZIP=-0.170, Synergy_Bliss=2.58, Synergy_Loewe=-2.89, Synergy_HSA=3.51.